This data is from Full USPTO retrosynthesis dataset with 1.9M reactions from patents (1976-2016). The task is: Predict the reactants needed to synthesize the given product. (1) Given the product [OH:8][C:1]1[C:2]2[C:7](=[CH:6][CH:5]=[CH:4][CH:3]=2)[CH2:10][CH:9]=1, predict the reactants needed to synthesize it. The reactants are: [CH:1](=[O:8])[C:2]1[CH:7]=[CH:6][CH:5]=[CH:4][CH:3]=1.[CH2:9]([Li])[CH2:10]CC. (2) Given the product [CH2:1]([N:3]([S:11]([C:14]1[CH:15]=[CH:16][C:17]([F:20])=[CH:18][CH:19]=1)(=[O:13])=[O:12])[C:4](=[CH2:9])[C:5]([OH:7])=[O:6])[CH3:2], predict the reactants needed to synthesize it. The reactants are: [CH2:1]([N:3]([S:11]([C:14]1[CH:19]=[CH:18][C:17]([F:20])=[CH:16][CH:15]=1)(=[O:13])=[O:12])[C@@H:4]([CH2:9]O)[C:5]([O:7]C)=[O:6])[CH3:2].[OH-].[Na+].